This data is from Reaction yield outcomes from USPTO patents with 853,638 reactions. The task is: Predict the reaction yield, written as a fraction of the theoretical maximum amount of product (1.0 means a 100% yield; for example, 0.34 means a 34% yield). (1) The reactants are [Cl:1][C:2]1[CH:9]=[CH:8][C:5]([CH:6]=[O:7])=[C:4](F)[CH:3]=1.Cl.[N:12]1([C:17]([CH:19]2[CH2:24][CH2:23][NH:22][CH2:21][CH2:20]2)=[O:18])[CH2:16][CH2:15][CH2:14][CH2:13]1.C([O-])([O-])=O.[K+].[K+].CS(C)=O. The catalyst is O. The product is [Cl:1][C:2]1[CH:9]=[CH:8][C:5]([CH:6]=[O:7])=[C:4]([N:22]2[CH2:21][CH2:20][CH:19]([C:17]([N:12]3[CH2:16][CH2:15][CH2:14][CH2:13]3)=[O:18])[CH2:24][CH2:23]2)[CH:3]=1. The yield is 0.740. (2) The reactants are [N:1]1[C:8](Cl)=[N:7][C:5](Cl)=[N:4][C:2]=1Cl.C([N:13](CC)C(C)C)(C)C.[F:19][C:20]1[CH:21]=[C:22]([CH:25]=[CH:26][C:27]=1N)OC.[CH:29]1([NH2:36])[CH2:35][CH2:34][CH2:33][CH2:32][CH2:31][CH2:30]1.[CH3:37][N:38]1[CH2:43][CH2:42][CH:41]([NH:44][CH3:45])[CH2:40][CH2:39]1.[C:46](=[O:49])(O)[O-].[Na+]. The catalyst is O1CCOCC1.CC#N.[Cl-].[Na+].O. The product is [CH:29]1([N:36]([C:26]2[CH:25]=[CH:22][C:21]([O:49][CH3:46])=[C:20]([F:19])[CH:27]=2)[C:2]2[N:4]=[C:5]([N:44]([CH3:45])[CH:41]3[CH2:42][CH2:43][N:38]([CH3:37])[CH2:39][CH2:40]3)[N:7]=[C:8]([NH2:13])[N:1]=2)[CH2:35][CH2:34][CH2:33][CH2:32][CH2:31][CH2:30]1. The yield is 0.280. (3) The reactants are [CH3:1][N:2]([C:20]1[CH:21]=[CH:22][CH:23]=[CH:24][N:25]=1)[CH2:3][CH2:4][O:5][C:6]1[CH:7]=[CH:8][C:9]([CH2:12][CH:13]2[S:19][C:17](=[O:18])[NH:16][C:14]2=[O:15])=[CH:10][CH:11]=1.[C:26]([OH:33])(=[O:32])/[CH:27]=[CH:28]\[C:29]([OH:31])=[O:30]. The catalyst is C(O)C. The product is [CH3:1][N:2]([C:20]1[CH:21]=[CH:22][CH:23]=[CH:24][N:25]=1)[CH2:3][CH2:4][O:5][C:6]1[CH:11]=[CH:10][C:9]([CH2:12][CH:13]2[S:19][C:17](=[O:18])[NH:16][C:14]2=[O:15])=[CH:8][CH:7]=1.[CH:27](/[C:26]([OH:33])=[O:32])=[CH:28]/[C:29]([OH:31])=[O:30]. The yield is 0.750. (4) The reactants are CC1C=CC(S([O:11][CH2:12][CH2:13][NH:14][C:15]2[C:16](=[O:32])[N:17]([C:28]([CH3:31])([CH3:30])[CH3:29])[S:18](=[O:27])(=[O:26])[C:19]=2[C:20]2[CH:25]=[CH:24][CH:23]=[CH:22][CH:21]=2)(=O)=O)=CC=1.[N:33]1[CH:38]=[CH:37][CH:36]=[C:35](O)[CH:34]=1.C(=O)([O-])[O-].[K+].[K+]. The catalyst is CC#N. The product is [C:28]([N:17]1[C:16](=[O:32])[C:15]([NH:14][CH2:13][CH2:12][O:11][C:35]2[CH:34]=[N:33][CH:38]=[CH:37][CH:36]=2)=[C:19]([C:20]2[CH:21]=[CH:22][CH:23]=[CH:24][CH:25]=2)[S:18]1(=[O:27])=[O:26])([CH3:31])([CH3:30])[CH3:29]. The yield is 0.357. (5) The reactants are [Cl:1][C:2]1[CH:7]=[C:6]([N+:8]([O-])=O)[CH:5]=[CH:4][C:3]=1[S:11][C:12]1[S:13][C:14]2[CH:20]=[C:19]([C:21]#[N:22])[CH:18]=[CH:17][C:15]=2[N:16]=1.O.O.[Sn](Cl)(Cl)(Cl)Cl. No catalyst specified. The product is [NH2:8][C:6]1[CH:5]=[CH:4][C:3]([S:11][C:12]2[S:13][C:14]3[CH:20]=[C:19]([C:21]#[N:22])[CH:18]=[CH:17][C:15]=3[N:16]=2)=[C:2]([Cl:1])[CH:7]=1. The yield is 0.930. (6) The reactants are [CH2:1]1[O:3][C@@H:2]1[CH2:4][OH:5].[NH:6]1[CH2:11][CH2:10][O:9][CH2:8][CH2:7]1. The catalyst is C(O)C. The product is [N:6]1([CH2:1][C@H:2]([OH:3])[CH2:4][OH:5])[CH2:11][CH2:10][O:9][CH2:8][CH2:7]1. The yield is 1.13. (7) The reactants are OC1CC2C(=CC=CC=2)C1NC([C:14]1[CH:18]=[C:17]([NH2:19])[NH:16][N:15]=1)=O.[C:20]([O:26][CH3:27])(=[O:25])[CH2:21][C:22]([CH3:24])=O.[CH3:28]O. No catalyst specified. The product is [CH3:27][O:26][C:20]([C:21]1[CH:22]=[C:24]([CH3:28])[N:16]2[N:15]=[CH:14][CH:18]=[C:17]2[N:19]=1)=[O:25]. The yield is 0.300. (8) The product is [I-:50].[CH3:7][O:8][C:9]1[CH:10]=[C:11]([CH2:17][C@:18]2([CH2:32][CH2:33][C:34]([O:36][C:37]([CH3:40])([CH3:39])[CH3:38])=[O:35])[C:27]3[C:22](=[CH:23][C:24]([O:30][CH3:31])=[C:25]([O:28][CH3:29])[CH:26]=3)[CH2:21][CH2:20][NH+:19]2[CH3:1])[CH:12]=[CH:13][C:14]=1[O:15][CH3:16]. The catalyst is O. The yield is 0.720. The reactants are [C:1](O)(=O)C(O)=O.[CH3:7][O:8][C:9]1[CH:10]=[C:11]([CH2:17][C@:18]2([CH2:32][CH2:33][C:34]([O:36][C:37]([CH3:40])([CH3:39])[CH3:38])=[O:35])[C:27]3[C:22](=[CH:23][C:24]([O:30][CH3:31])=[C:25]([O:28][CH3:29])[CH:26]=3)[CH2:21][CH2:20][NH:19]2)[CH:12]=[CH:13][C:14]=1[O:15][CH3:16].[OH-].[NH4+].C1(C)C=CC=CC=1.[I:50]C. (9) The reactants are Br.[Br:2][CH2:3][CH2:4][CH2:5][NH2:6].C(N(CC)CC)C.[F:14][C:15]([F:26])([F:25])[C:16](O[C:16](=[O:17])[C:15]([F:26])([F:25])[F:14])=[O:17]. The catalyst is C(Cl)Cl. The product is [Br:2][CH2:3][CH2:4][CH2:5][NH:6][C:16](=[O:17])[C:15]([F:26])([F:25])[F:14]. The yield is 0.885. (10) The reactants are [F:1][C:2]1[N:7]=[C:6]([N:8]2[C@@H:12]([C@H:13](O)[CH3:14])[CH2:11][O:10][C:9]2=[O:16])[CH:5]=[CH:4][N:3]=1.[F:17]C(F)(S(F)(=O)=O)C(F)(F)C(F)(F)C(F)(F)F.F.F.F.C(N(CC)CC)C.C(N(CC)CC)C. The catalyst is C1COCC1.O.CCOC(C)=O.CCCCCCC. The product is [F:17][C@H:13]([C@H:12]1[CH2:11][O:10][C:9](=[O:16])[N:8]1[C:6]1[CH:5]=[CH:4][N:3]=[C:2]([F:1])[N:7]=1)[CH3:14]. The yield is 0.140.